From a dataset of Reaction yield outcomes from USPTO patents with 853,638 reactions. Predict the reaction yield, written as a fraction of the theoretical maximum amount of product (1.0 means a 100% yield; for example, 0.34 means a 34% yield). (1) The reactants are [C:1]([C:3]1[CH:4]=[C:5]([C:9](=O)/[C:10](/[CH3:18])=[C:11](\[O-])/[C:12]([O:14][CH2:15][CH3:16])=[O:13])[CH:6]=[CH:7][CH:8]=1)#[N:2].[Li+].Cl.[NH2:22][NH2:23]. The catalyst is C(O)C. The product is [C:1]([C:3]1[CH:4]=[C:5]([C:9]2[NH:23][N:22]=[C:11]([C:12]([O:14][CH2:15][CH3:16])=[O:13])[C:10]=2[CH3:18])[CH:6]=[CH:7][CH:8]=1)#[N:2]. The yield is 0.266. (2) The reactants are Br[C:2]1[C:7](=[O:8])[N:6]([CH2:9][C:10]2[CH:15]=[CH:14][C:13]([C:16]3[C:17]([C:22]#[N:23])=[CH:18][CH:19]=[CH:20][CH:21]=3)=[CH:12][CH:11]=2)[C:5]([CH2:24][CH2:25][CH3:26])=[N:4][C:3]=1[CH2:27][CH3:28].[CH2:29]([O:32][C:33]1[CH:38]=[CH:37][C:36](B(O)O)=[CH:35][CH:34]=1)[CH2:30][CH3:31].C(=O)([O-])[O-].[Cs+].[Cs+]. The catalyst is O1CCOCC1.C(OCC)(=O)C.C1C=CC(P(C2C=CC=CC=2)[C-]2C=CC=C2)=CC=1.C1C=CC(P(C2C=CC=CC=2)[C-]2C=CC=C2)=CC=1.Cl[Pd]Cl.[Fe+2]. The product is [CH2:27]([C:3]1[N:4]=[C:5]([CH2:24][CH2:25][CH3:26])[N:6]([CH2:9][C:10]2[CH:11]=[CH:12][C:13]([C:16]3[C:17]([C:22]#[N:23])=[CH:18][CH:19]=[CH:20][CH:21]=3)=[CH:14][CH:15]=2)[C:7](=[O:8])[C:2]=1[C:36]1[CH:37]=[CH:38][C:33]([O:32][CH2:29][CH2:30][CH3:31])=[CH:34][CH:35]=1)[CH3:28]. The yield is 0.930. (3) The reactants are C(OC([NH:11][C:12]([CH3:17])([C:14]([OH:16])=[O:15])[CH3:13])=O)C1C=CC=CC=1.B(F)(F)F.CCOCC.ClC(Cl)(Cl)C(=N)O[C:31]([CH3:34])([CH3:33])[CH3:32].C([O-])(O)=O.[Na+]. The catalyst is C(Cl)Cl.C1CCCCC1. The product is [CH3:17][C:12]([C:14]([O:16][C:31]([CH3:34])([CH3:33])[CH3:32])=[O:15])([CH3:13])[NH2:11]. The yield is 0.700. (4) The reactants are [CH3:1][O:2][C:3]1[CH:4]=[C:5]([C:11]2[C:19]3[C:14](=[CH:15][CH:16]=[CH:17][CH:18]=3)[NH:13][CH:12]=2)[CH:6]=[CH:7][C:8]=1[O:9][CH3:10].[OH-].[K+].[N:22]1[C:31]2[C:26](=[CH:27][CH:28]=[CH:29][C:30]=2[S:32](Cl)(=[O:34])=[O:33])[CH:25]=[CH:24][CH:23]=1. The catalyst is C(Cl)Cl.CCCC[N+](CCCC)(CCCC)CCCC.[Br-]. The product is [CH3:1][O:2][C:3]1[CH:4]=[C:5]([C:11]2[C:19]3[C:14](=[CH:15][CH:16]=[CH:17][CH:18]=3)[N:13]([S:32]([C:30]3[CH:29]=[CH:28][CH:27]=[C:26]4[C:31]=3[N:22]=[CH:23][CH:24]=[CH:25]4)(=[O:33])=[O:34])[CH:12]=2)[CH:6]=[CH:7][C:8]=1[O:9][CH3:10]. The yield is 0.900. (5) The reactants are [CH:1]1([C:7]2[C:8]3[CH:9]=[CH:10][C:11]([C:24]([O:26]C)=[O:25])=[CH:12][C:13]=3[N:14]3[CH2:23][CH2:22][C:21]4[CH:20]=[CH:19][CH:18]=[CH:17][C:16]=4[C:15]=23)[CH2:6][CH2:5][CH2:4][CH2:3][CH2:2]1.[OH-].[Na+].Cl. The catalyst is O1CCCC1.CO. The product is [CH:1]1([C:7]2[C:8]3[CH:9]=[CH:10][C:11]([C:24]([OH:26])=[O:25])=[CH:12][C:13]=3[N:14]3[CH2:23][CH2:22][C:21]4[CH:20]=[CH:19][CH:18]=[CH:17][C:16]=4[C:15]=23)[CH2:2][CH2:3][CH2:4][CH2:5][CH2:6]1. The yield is 0.923. (6) The catalyst is O1CCOCC1.CCCCCC.CC(C)=O.CCCCCC. The reactants are C[C:2]1[CH:8]=[C:7](C)[CH:6]=[C:5](C)[C:3]=1[NH2:4].[Li]CCCC.[Br:16][CH2:17][CH2:18][CH2:19]Br. The product is [Br:16][CH2:17][CH2:18][CH2:19][NH:4][C:3]1[CH:2]=[CH:8][CH:7]=[CH:6][CH:5]=1. The yield is 0.220. (7) The reactants are [C:1]1([C:12]2[CH:17]=[CH:16][CH:15]=[CH:14][CH:13]=2)[CH:6]=[CH:5][C:4]([C:7]2[CH:11]=CO[CH:8]=2)=[CH:3][CH:2]=1.[CH2:18]([C@H:25]1[CH2:29][O:28][C:27]([CH3:31])([CH3:30])[N:26]1[C:32](=[O:40])[CH2:33][N:34]1C=C(I)C=[N:35]1)[C:19]1[CH:24]=[CH:23][CH:22]=[CH:21][CH:20]=1.C1(C2C=CC=CC=2)C=CC(B(O)O)=CC=1. No catalyst specified. The product is [CH2:18]([C@H:25]1[CH2:29][O:28][C:27]([CH3:31])([CH3:30])[N:26]1[C:32](=[O:40])[CH2:33][N:34]1[CH:8]=[C:7]([C:4]2[CH:3]=[CH:2][C:1]([C:12]3[CH:13]=[CH:14][CH:15]=[CH:16][CH:17]=3)=[CH:6][CH:5]=2)[CH:11]=[N:35]1)[C:19]1[CH:20]=[CH:21][CH:22]=[CH:23][CH:24]=1. The yield is 0.390.